From a dataset of NCI-60 drug combinations with 297,098 pairs across 59 cell lines. Regression. Given two drug SMILES strings and cell line genomic features, predict the synergy score measuring deviation from expected non-interaction effect. (1) Drug 1: CC1=CC2C(CCC3(C2CCC3(C(=O)C)OC(=O)C)C)C4(C1=CC(=O)CC4)C. Drug 2: CCN(CC)CCCC(C)NC1=C2C=C(C=CC2=NC3=C1C=CC(=C3)Cl)OC. Cell line: SR. Synergy scores: CSS=63.0, Synergy_ZIP=2.44, Synergy_Bliss=3.32, Synergy_Loewe=-38.8, Synergy_HSA=3.21. (2) Drug 1: C1CN1C2=NC(=NC(=N2)N3CC3)N4CC4. Drug 2: CNC(=O)C1=NC=CC(=C1)OC2=CC=C(C=C2)NC(=O)NC3=CC(=C(C=C3)Cl)C(F)(F)F. Cell line: HS 578T. Synergy scores: CSS=-7.66, Synergy_ZIP=-12.9, Synergy_Bliss=-42.3, Synergy_Loewe=-36.9, Synergy_HSA=-46.0.